From a dataset of Catalyst prediction with 721,799 reactions and 888 catalyst types from USPTO. Predict which catalyst facilitates the given reaction. Reactant: [CH2:1]([N:8]1[CH2:13][CH2:12][C:11]([CH3:17])([C:14]([NH2:16])=O)[CH2:10][CH2:9]1)[C:2]1[CH:7]=[CH:6][CH:5]=[CH:4][CH:3]=1.[OH-].[Na+].O. Product: [CH2:1]([N:8]1[CH2:13][CH2:12][C:11]([CH2:14][NH2:16])([CH3:17])[CH2:10][CH2:9]1)[C:2]1[CH:7]=[CH:6][CH:5]=[CH:4][CH:3]=1. The catalyst class is: 1.